This data is from Catalyst prediction with 721,799 reactions and 888 catalyst types from USPTO. The task is: Predict which catalyst facilitates the given reaction. (1) Reactant: [CH3:1][C:2]1[S:6][C:5]2[NH:7][C:8]3[CH:9]=[CH:10][CH:11]=[CH:12][C:13]=3[N:14]=[C:15]([N:16]3[CH2:21][CH2:20][N:19]([CH3:22])[CH2:18][CH2:17]3)[C:4]=2[CH:3]=1.C([O-])(=O)C([O-])=O.Cl.C. Product: [CH3:1][C:2]1[S:6][C:5]2[NH:7][C:8]3[CH:9]=[CH:10][CH:11]=[CH:12][C:13]=3[N:14]=[C:15]([N:16]3[CH2:17][CH2:18][N:19]([CH3:22])[CH2:20][CH2:21]3)[C:4]=2[CH:3]=1. The catalyst class is: 6. (2) Reactant: [O-]S([C:5](F)(F)F)(=O)=O.[C:32]1(P([C:32]2[CH:37]=[CH:36][CH:35]=[CH:34][CH:33]=2)CCCP([C:32]2[CH:37]=[CH:36][CH:35]=[CH:34][CH:33]=2)[C:32]2[CH:37]=[CH:36][CH:35]=[CH:34][CH:33]=2)[CH:37]=[CH:36][CH:35]=[CH:34][CH:33]=1.[CH2:38]([N:40](CC)CC)C.[CH:45]([O:47]CCCC)=[CH2:46].C[N:53]([CH:55]=[O:56])C. Product: [CH3:5][O:56][C:55]1[CH:38]=[N:40][C:32]2[C:33]([N:53]=1)=[C:34]([C:45](=[O:47])[CH3:46])[CH:35]=[CH:36][CH:37]=2. The catalyst class is: 167. (3) Reactant: [N:1]1[CH:6]=[CH:5][CH:4]=[C:3]([CH2:7][CH2:8]O)[CH:2]=1.C(Br)(Br)(Br)[Br:11].C1C=CC(P(C2C=CC=CC=2)C2C=CC=CC=2)=CC=1. Product: [Br:11][CH2:8][CH2:7][C:3]1[CH:2]=[N:1][CH:6]=[CH:5][CH:4]=1. The catalyst class is: 1.